This data is from Full USPTO retrosynthesis dataset with 1.9M reactions from patents (1976-2016). The task is: Predict the reactants needed to synthesize the given product. (1) Given the product [F:28][C:25]1[CH:26]=[C:27]2[C:22](=[CH:23][CH:24]=1)[O:21][CH2:20][CH2:19][CH:18]2[NH:17][C:15]([NH:14][C:9]1[CH:10]=[CH:11][CH:12]=[C:13]2[C:8]=1[CH:7]=[N:6][NH:5]2)=[O:16], predict the reactants needed to synthesize it. The reactants are: COC([N:5]1[C:13]2[C:8](=[C:9]([NH:14][C:15]([NH:17][CH:18]3[C:27]4[C:22](=[CH:23][CH:24]=[C:25]([F:28])[CH:26]=4)[O:21][CH2:20][CH2:19]3)=[O:16])[CH:10]=[CH:11][CH:12]=2)[CH:7]=[N:6]1)=O.COC(N1C2C(=C(NC(NC3C4C(=CC(C(C)(C)C)=CC=4)OCC3)=O)C=CC=2)C=N1)=O. (2) The reactants are: Br[C:2]1[CH:34]=[CH:33][C:5]([CH2:6][N:7]2[C:11]3[CH:12]=[C:13]([O:16][CH2:17][C:18]4[CH:22]=[CH:21][N:20]([CH3:23])[N:19]=4)[CH:14]=[CH:15][C:10]=3[N:9]=[C:8]2[CH2:24][C:25]([CH2:31][CH3:32])([CH2:29][CH3:30])[C:26]([OH:28])=[O:27])=[CH:4][CH:3]=1.[F:35][C:36]1([F:42])[CH2:41][CH2:40][CH2:39][NH:38][CH2:37]1. Given the product [F:35][C:36]1([F:42])[CH2:41][CH2:40][CH2:39][N:38]([C:2]2[CH:34]=[CH:33][C:5]([CH2:6][N:7]3[C:11]4[CH:12]=[C:13]([O:16][CH2:17][C:18]5[CH:22]=[CH:21][N:20]([CH3:23])[N:19]=5)[CH:14]=[CH:15][C:10]=4[N:9]=[C:8]3[CH2:24][C:25]([CH2:31][CH3:32])([CH2:29][CH3:30])[C:26]([OH:28])=[O:27])=[CH:4][CH:3]=2)[CH2:37]1, predict the reactants needed to synthesize it.